Dataset: Reaction yield outcomes from USPTO patents with 853,638 reactions. Task: Predict the reaction yield, written as a fraction of the theoretical maximum amount of product (1.0 means a 100% yield; for example, 0.34 means a 34% yield). The reactants are [CH2:1]([O:5][C:6]1[CH:11]=[C:10](/[CH:12]=[C:13](\[CH3:19])/[C:14]([O:16][CH2:17][CH3:18])=[O:15])[CH:9]=[CH:8][C:7]=1[C:20]1[CH:25]=[CH:24][CH:23]=[C:22]([CH2:26][NH:27][CH2:28]C(OC(C)(C)C)=O)[CH:21]=1)[CH2:2][CH2:3][CH3:4].[F:36][C:37]([F:42])([F:41])[C:38]([OH:40])=[O:39]. The catalyst is ClCCl. The product is [F:36][C:37]([F:42])([F:41])[C:38]([OH:40])=[O:39].[CH2:1]([O:5][C:6]1[CH:11]=[C:10](/[CH:12]=[C:13](\[CH3:19])/[C:14]([O:16][CH2:17][CH3:18])=[O:15])[CH:9]=[CH:8][C:7]=1[C:20]1[CH:25]=[CH:24][CH:23]=[C:22]([CH2:26][NH:27][CH3:28])[CH:21]=1)[CH2:2][CH2:3][CH3:4]. The yield is 0.840.